From a dataset of Peptide-MHC class I binding affinity with 185,985 pairs from IEDB/IMGT. Regression. Given a peptide amino acid sequence and an MHC pseudo amino acid sequence, predict their binding affinity value. This is MHC class I binding data. (1) The peptide sequence is SIRSMSRSI. The MHC is HLA-B15:01 with pseudo-sequence HLA-B15:01. The binding affinity (normalized) is 0.455. (2) The binding affinity (normalized) is 0.0847. The peptide sequence is LKEKSSLRY. The MHC is HLA-A80:01 with pseudo-sequence HLA-A80:01. (3) The peptide sequence is EVPAQYLTY. The MHC is HLA-A26:01 with pseudo-sequence HLA-A26:01. The binding affinity (normalized) is 0.821. (4) The peptide sequence is GEVATFTMI. The MHC is H-2-Kd with pseudo-sequence H-2-Kd. The binding affinity (normalized) is 0.372. (5) The peptide sequence is MVIENGILK. The MHC is H-2-Kb with pseudo-sequence H-2-Kb. The binding affinity (normalized) is 0. (6) The peptide sequence is RNWAHSSL. The MHC is HLA-A68:01 with pseudo-sequence HLA-A68:01. The binding affinity (normalized) is 0. (7) The peptide sequence is KYTDRKWCFD. The MHC is HLA-A32:01 with pseudo-sequence HLA-A32:01. The binding affinity (normalized) is 0.0207. (8) The peptide sequence is TRYINWNFI. The MHC is H-2-Kb with pseudo-sequence H-2-Kb. The binding affinity (normalized) is 0.380. (9) The MHC is Mamu-A07 with pseudo-sequence Mamu-A07. The binding affinity (normalized) is 0.614. The peptide sequence is IHGQANSDL.